This data is from Catalyst prediction with 721,799 reactions and 888 catalyst types from USPTO. The task is: Predict which catalyst facilitates the given reaction. (1) Reactant: [OH:1][C:2]1[CH:3]=[C:4]([C:10]2[O:11][CH:12]=[C:13]([CH2:15][NH:16][C:17](=[O:27])[C:18]3[CH:23]=[CH:22][CH:21]=[CH:20][C:19]=3[O:24][CH2:25][CH3:26])[N:14]=2)[CH:5]=[CH:6][C:7]=1[O:8][CH3:9].N12CCCN=[C:34]1[CH2:33][CH2:32][CH2:31]CC2.BrCC1CC1.O. Product: [CH:33]1([CH2:34][O:1][C:2]2[CH:3]=[C:4]([C:10]3[O:11][CH:12]=[C:13]([CH2:15][NH:16][C:17](=[O:27])[C:18]4[CH:23]=[CH:22][CH:21]=[CH:20][C:19]=4[O:24][CH2:25][CH3:26])[N:14]=3)[CH:5]=[CH:6][C:7]=2[O:8][CH3:9])[CH2:31][CH2:32]1. The catalyst class is: 8. (2) Reactant: [Br:1][C:2]1[CH:7]=[CH:6][N:5]=[CH:4][C:3]=1[CH:8]=[O:9].[C:10]1([Mg]Br)[CH:15]=[CH:14][CH:13]=[CH:12][CH:11]=1. Product: [Br:1][C:2]1[CH:7]=[CH:6][N:5]=[CH:4][C:3]=1[CH:8]([C:10]1[CH:15]=[CH:14][CH:13]=[CH:12][CH:11]=1)[OH:9]. The catalyst class is: 1. (3) Reactant: [Cl:1][C:2]1[N:10]([CH2:11][CH:12]=[CH2:13])[C:9]2[C:8](=[O:14])[NH:7][C:6](=[O:15])[NH:5][C:4]=2[N:3]=1.C(=O)([O-])[O-].[Na+].[Na+].[CH2:22](I)[CH2:23][CH2:24][CH2:25][CH3:26]. Product: [Cl:1][C:2]1[N:10]([CH2:11][CH:12]=[CH2:13])[C:9]2[C:8](=[O:14])[NH:7][C:6](=[O:15])[N:5]([CH2:22][CH2:23][CH2:24][CH2:25][CH3:26])[C:4]=2[N:3]=1. The catalyst class is: 18. (4) Reactant: [C:1]([O:5][P:6]([O:13][CH2:14][C:15]1[CH:24]=[CH:23][C:18]([C:19]([O:21]C)=[O:20])=[CH:17][CH:16]=1)([O:8][C:9]([CH3:12])([CH3:11])[CH3:10])=[O:7])([CH3:4])([CH3:3])[CH3:2].[OH-].[Na+].C(O)C. Product: [C:9]([O:8][P:6]([O:13][CH2:14][C:15]1[CH:16]=[CH:17][C:18]([C:19]([OH:21])=[O:20])=[CH:23][CH:24]=1)([O:5][C:1]([CH3:4])([CH3:3])[CH3:2])=[O:7])([CH3:10])([CH3:11])[CH3:12]. The catalyst class is: 20. (5) Product: [I:24][C:2]1[O:1][CH:5]=[C:4]([C:6]2[CH:7]=[CH:8][C:9]([C:10]#[N:11])=[CH:12][CH:13]=2)[N:3]=1. Reactant: [O:1]1[CH:5]=[C:4]([C:6]2[CH:13]=[CH:12][C:9]([C:10]#[N:11])=[CH:8][CH:7]=2)[N:3]=[CH:2]1.C[Si]([N-][Si](C)(C)C)(C)C.[Na+].[I:24]I.C(=O)(O)[O-].[Na+].S([O-])([O-])=O.[Na+].[Na+]. The catalyst class is: 7. (6) Reactant: [N:1]([C:4]1[CH:11]=[CH:10][C:7]([C:8]#[N:9])=[C:6]([S:12]([C:15]([F:18])([F:17])[F:16])(=[O:14])=[O:13])[CH:5]=1)=[C:2]=[S:3].[N:19]#[C:20][NH2:21].[Na].[CH3:23]I. Product: [C:8]([C:7]1[CH:10]=[CH:11][C:4]([NH:1][CH:2]([S:3][CH3:23])[NH:19][C:20]#[N:21])=[CH:5][C:6]=1[S:12]([C:15]([F:18])([F:16])[F:17])(=[O:14])=[O:13])#[N:9]. The catalyst class is: 5. (7) Reactant: [CH3:1][CH2:2][C:3]([C:5]1[CH:10]=[CH:9][C:8]([OH:11])=[CH:7][CH:6]=1)=[O:4].[CH2:12](Cl)[C:13]1[CH:18]=[CH:17][CH:16]=[CH:15][CH:14]=1.C([O-])([O-])=O.[K+].[K+].O. Product: [CH2:12]([O:11][C:8]1[CH:7]=[CH:6][C:5]([C:3](=[O:4])[CH2:2][CH3:1])=[CH:10][CH:9]=1)[C:13]1[CH:18]=[CH:17][CH:16]=[CH:15][CH:14]=1. The catalyst class is: 14.